Dataset: Reaction yield outcomes from USPTO patents with 853,638 reactions. Task: Predict the reaction yield, written as a fraction of the theoretical maximum amount of product (1.0 means a 100% yield; for example, 0.34 means a 34% yield). (1) The reactants are [NH2:1][C:2]1[N:7]=[CH:6][C:5]([O:8][C:9]2[CH:10]=[C:11]([NH:15][C:16](=[O:22])[O:17][C:18]([CH3:21])([CH3:20])[CH3:19])[CH:12]=[CH:13][CH:14]=2)=[CH:4][CH:3]=1.[CH3:23][CH2:24][N:25]([CH2:28]C)[CH2:26][CH3:27].C1([O:36]C(Cl)=O)C=CC=CC=1.N1CCCC1. The catalyst is C1COCC1.CCOC(C)=O. The product is [N:25]1([C:28]([NH:1][C:2]2[N:7]=[CH:6][C:5]([O:8][C:9]3[CH:10]=[C:11]([NH:15][C:16](=[O:22])[O:17][C:18]([CH3:19])([CH3:21])[CH3:20])[CH:12]=[CH:13][CH:14]=3)=[CH:4][CH:3]=2)=[O:36])[CH2:26][CH2:27][CH2:23][CH2:24]1. The yield is 0.550. (2) The reactants are C[O:2][C:3](=[O:23])[C@@H:4]([OH:22])[C@H:5]([NH:14][C:15]([O:17][C:18]([CH3:21])([CH3:20])[CH3:19])=[O:16])[CH2:6][C:7]1[CH:12]=[CH:11][CH:10]=[C:9]([F:13])[CH:8]=1.[OH-].[Na+].CO. The catalyst is O1CCOCC1. The product is [C:18]([O:17][C:15]([NH:14][C@H:5]([CH2:6][C:7]1[CH:12]=[CH:11][CH:10]=[C:9]([F:13])[CH:8]=1)[C@H:4]([OH:22])[C:3]([OH:23])=[O:2])=[O:16])([CH3:21])([CH3:19])[CH3:20]. The yield is 0.970. (3) The reactants are [Cl-].O[NH3+:3].[C:4](=[O:7])([O-])[OH:5].[Na+].CS(C)=O.[CH:13]1([O:18][C:19]2[CH:24]=[CH:23][C:22]([N:25]3[C:30](=[O:31])[C:29]([CH2:32][C:33]4[CH:38]=[CH:37][C:36]([C:39]5[C:40]([C:45]#[N:46])=[CH:41][CH:42]=[CH:43][CH:44]=5)=[CH:35][CH:34]=4)=[C:28]([CH2:47][CH2:48][CH3:49])[N:27]=[C:26]3[CH3:50])=[CH:21][CH:20]=2)[CH2:17][CH2:16][CH2:15][CH2:14]1. The catalyst is O.C(OCC)(=O)C. The product is [CH:13]1([O:18][C:19]2[CH:20]=[CH:21][C:22]([N:25]3[C:30](=[O:31])[C:29]([CH2:32][C:33]4[CH:34]=[CH:35][C:36]([C:39]5[CH:44]=[CH:43][CH:42]=[CH:41][C:40]=5[C:45]5[NH:3][C:4](=[O:7])[O:5][N:46]=5)=[CH:37][CH:38]=4)=[C:28]([CH2:47][CH2:48][CH3:49])[N:27]=[C:26]3[CH3:50])=[CH:23][CH:24]=2)[CH2:17][CH2:16][CH2:15][CH2:14]1. The yield is 0.660. (4) The reactants are C(OC(=O)[NH:7][CH2:8][C:9]([CH3:31])([C:11]1[CH:16]=[CH:15][C:14]([CH2:17][C:18](=[O:30])[C:19]2[C:28](=[O:29])[C:27]3[C:22](=[CH:23][CH:24]=[CH:25][CH:26]=3)[NH:21][CH:20]=2)=[CH:13][CH:12]=1)[CH3:10])(C)(C)C.C(O)(C(F)(F)F)=O.[OH-].[Na+]. The catalyst is C(Cl)Cl. The product is [NH2:7][CH2:8][C:9]([C:11]1[CH:16]=[CH:15][C:14]([CH2:17][C:18]([C:19]2[C:28](=[O:29])[C:27]3[C:22](=[CH:23][CH:24]=[CH:25][CH:26]=3)[NH:21][CH:20]=2)=[O:30])=[CH:13][CH:12]=1)([CH3:10])[CH3:31]. The yield is 0.910. (5) The reactants are [F:1][C:2]([C:5]1[CH:9]=[C:8]([NH:10][C:11]([NH:13][C:14]2[CH:19]=[CH:18][CH:17]=[C:16]([OH:20])[CH:15]=2)=[O:12])[O:7][N:6]=1)([CH3:4])[CH3:3].Cl[C:22]1[C:31]2[C:26](=[CH:27][C:28]([O:40][CH3:41])=[C:29]([O:32][CH2:33][CH2:34][CH2:35][S:36]([CH3:39])(=[O:38])=[O:37])[CH:30]=2)[N:25]=[CH:24][N:23]=1. No catalyst specified. The product is [F:1][C:2]([C:5]1[CH:9]=[C:8]([NH:10][C:11]([NH:13][C:14]2[CH:19]=[CH:18][CH:17]=[C:16]([O:20][C:22]3[C:31]4[C:26](=[CH:27][C:28]([O:40][CH3:41])=[C:29]([O:32][CH2:33][CH2:34][CH2:35][S:36]([CH3:39])(=[O:37])=[O:38])[CH:30]=4)[N:25]=[CH:24][N:23]=3)[CH:15]=2)=[O:12])[O:7][N:6]=1)([CH3:3])[CH3:4]. The yield is 0.610. (6) The reactants are [Cl:1][C:2]1[CH:11]=[CH:10][C:9]2[CH2:8][N:7]([C:12]([O:14][C:15]([CH3:18])([CH3:17])[CH3:16])=[O:13])[CH2:6][C:5](=[CH2:19])[C:4]=2[N:3]=1. The catalyst is CO.[Pd]. The product is [Cl:1][C:2]1[CH:11]=[CH:10][C:9]2[CH2:8][N:7]([C:12]([O:14][C:15]([CH3:18])([CH3:17])[CH3:16])=[O:13])[CH2:6][CH:5]([CH3:19])[C:4]=2[N:3]=1. The yield is 0.200.